The task is: Predict which catalyst facilitates the given reaction.. This data is from Catalyst prediction with 721,799 reactions and 888 catalyst types from USPTO. (1) Reactant: [OH:1][CH:2]([C:4]1([C:10]([OH:12])=O)[CH2:8][CH2:7][C:6](=[O:9])[CH2:5]1)[CH3:3].ON1C2N=CC=CC=2N=N1.C(Cl)CCl.[C:27]([O:31][C:32]1[CH:37]=[CH:36][C:35]([C:38]([F:41])([F:40])[F:39])=[CH:34][C:33]=1[CH2:42][NH2:43])([CH3:30])([CH3:29])[CH3:28]. Product: [C:27]([O:31][C:32]1[CH:37]=[CH:36][C:35]([C:38]([F:39])([F:40])[F:41])=[CH:34][C:33]=1[CH2:42][NH:43][C:10]([C:4]1([CH:2]([OH:1])[CH3:3])[CH2:8][CH2:7][C:6](=[O:9])[CH2:5]1)=[O:12])([CH3:30])([CH3:28])[CH3:29]. The catalyst class is: 2. (2) Reactant: [F:1][C:2]1[CH:7]=[CH:6][N:5]=[C:4]([NH:8][C:9](=[O:15])[O:10][C:11]([CH3:14])([CH3:13])[CH3:12])[C:3]=1[CH:16]=O.[CH3:18][O:19][C:20]1[CH:25]=[CH:24][C:23]([CH2:26][NH2:27])=[CH:22][CH:21]=1.C(O)(=O)C.CC(=O)OCC. Product: [F:1][C:2]1[CH:7]=[CH:6][N:5]=[C:4]([NH:8][C:9](=[O:15])[O:10][C:11]([CH3:12])([CH3:13])[CH3:14])[C:3]=1[CH2:16][NH:27][CH2:26][C:23]1[CH:24]=[CH:25][C:20]([O:19][CH3:18])=[CH:21][CH:22]=1. The catalyst class is: 26. (3) Reactant: [P:1]([O:42]CC[Si](C)(C)C)([O:35]CC[Si](C)(C)C)([O:3][C@H:4]([CH:32]1[CH2:34][CH2:33]1)[CH2:5][O:6][C:7]1[CH:12]=[CH:11][C:10]([N:13]2[C:18](=[O:19])[C:17]3[S:20][C:21]([C:23]4[CH:28]=[CH:27][C:26]([Cl:29])=[CH:25][CH:24]=4)=[CH:22][C:16]=3[N:15]=[CH:14]2)=[CH:9][C:8]=1[O:30][CH3:31])=[O:2].C(O)(C(F)(F)F)=O. Product: [P:1]([OH:42])([OH:35])([O:3][C@H:4]([CH:32]1[CH2:33][CH2:34]1)[CH2:5][O:6][C:7]1[CH:12]=[CH:11][C:10]([N:13]2[C:18](=[O:19])[C:17]3[S:20][C:21]([C:23]4[CH:28]=[CH:27][C:26]([Cl:29])=[CH:25][CH:24]=4)=[CH:22][C:16]=3[N:15]=[CH:14]2)=[CH:9][C:8]=1[O:30][CH3:31])=[O:2]. The catalyst class is: 2. (4) Reactant: [NH2:1][CH:2]1[CH2:7][CH2:6][CH2:5][CH:4]([C:8]([OH:10])=[O:9])[CH2:3]1.C(=O)([O-])[O-].[K+].[K+].[C:17](O[C:17]([O:19][C:20]([CH3:23])([CH3:22])[CH3:21])=[O:18])([O:19][C:20]([CH3:23])([CH3:22])[CH3:21])=[O:18].Cl. Product: [C:20]([O:19][C:17]([NH:1][CH:2]1[CH2:7][CH2:6][CH2:5][CH:4]([C:8]([OH:10])=[O:9])[CH2:3]1)=[O:18])([CH3:23])([CH3:22])[CH3:21]. The catalyst class is: 20. (5) Reactant: [C@H:1]([NH:5][C:6]1[C:7]([C:17]#[N:18])=[CH:8][C:9]([CH3:16])=[C:10]([CH:15]=1)[C:11]([O:13][CH3:14])=[O:12])([CH2:3][CH3:4])[CH3:2].OO.C(=O)([O-])[O-:22].[K+].[K+]. Product: [C@H:1]([NH:5][C:6]1[C:7]([C:17]([NH2:18])=[O:22])=[CH:8][C:9]([CH3:16])=[C:10]([CH:15]=1)[C:11]([O:13][CH3:14])=[O:12])([CH2:3][CH3:4])[CH3:2]. The catalyst class is: 16.